From a dataset of NCI-60 drug combinations with 297,098 pairs across 59 cell lines. Regression. Given two drug SMILES strings and cell line genomic features, predict the synergy score measuring deviation from expected non-interaction effect. (1) Drug 1: C1=CC=C(C=C1)NC(=O)CCCCCCC(=O)NO. Drug 2: CN(CC1=CN=C2C(=N1)C(=NC(=N2)N)N)C3=CC=C(C=C3)C(=O)NC(CCC(=O)O)C(=O)O. Cell line: SW-620. Synergy scores: CSS=29.0, Synergy_ZIP=-4.49, Synergy_Bliss=-4.34, Synergy_Loewe=-20.3, Synergy_HSA=-4.58. (2) Drug 1: C1CC(=O)NC(=O)C1N2C(=O)C3=CC=CC=C3C2=O. Drug 2: CC(C)CN1C=NC2=C1C3=CC=CC=C3N=C2N. Cell line: SK-MEL-5. Synergy scores: CSS=7.73, Synergy_ZIP=-2.71, Synergy_Bliss=-2.06, Synergy_Loewe=2.61, Synergy_HSA=-1.82. (3) Drug 1: CS(=O)(=O)CCNCC1=CC=C(O1)C2=CC3=C(C=C2)N=CN=C3NC4=CC(=C(C=C4)OCC5=CC(=CC=C5)F)Cl. Drug 2: CC12CCC3C(C1CCC2O)C(CC4=C3C=CC(=C4)O)CCCCCCCCCS(=O)CCCC(C(F)(F)F)(F)F. Cell line: MDA-MB-231. Synergy scores: CSS=-0.408, Synergy_ZIP=0.408, Synergy_Bliss=2.54, Synergy_Loewe=-3.02, Synergy_HSA=-1.25.